From a dataset of Full USPTO retrosynthesis dataset with 1.9M reactions from patents (1976-2016). Predict the reactants needed to synthesize the given product. Given the product [Br:1][C:2]1[N:7]=[C:6]([CH:8]=[O:9])[CH:5]=[CH:4][C:3]=1[O:10][CH3:11], predict the reactants needed to synthesize it. The reactants are: [Br:1][C:2]1[N:7]=[C:6]([CH2:8][OH:9])[CH:5]=[CH:4][C:3]=1[O:10][CH3:11].